Task: Predict the product of the given reaction.. Dataset: Forward reaction prediction with 1.9M reactions from USPTO patents (1976-2016) (1) Given the reactants [F-].C([N+](CCCC)(CCCC)CCCC)CCC.[Br:19][C:20]1[CH:25]=[CH:24][C:23]([C:26](=[O:31])[C:27]([F:30])([F:29])[F:28])=[C:22]([F:32])[C:21]=1[CH:33]([F:35])[F:34].C[Si](C)(C)[C:38]([F:41])([F:40])[F:39], predict the reaction product. The product is: [Br:19][C:20]1[CH:25]=[CH:24][C:23]([C:26]([OH:31])([C:38]([F:41])([F:40])[F:39])[C:27]([F:28])([F:30])[F:29])=[C:22]([F:32])[C:21]=1[CH:33]([F:34])[F:35]. (2) Given the reactants C[O:2][C:3]([C:5]1[S:6][C:7]([C:23]2[CH:24]=[C:25]([CH3:29])[CH:26]=[CH:27][CH:28]=2)=[C:8]([NH:13][C:14]([CH:16]2[CH2:21][CH2:20][CH:19]([CH3:22])[CH2:18][CH2:17]2)=[O:15])[C:9]=1[CH:10]([CH3:12])[CH3:11])=[O:4].O[Li].O, predict the reaction product. The product is: [CH:10]([C:9]1[C:8]([NH:13][C:14]([CH:16]2[CH2:21][CH2:20][CH:19]([CH3:22])[CH2:18][CH2:17]2)=[O:15])=[C:7]([C:23]2[CH:24]=[C:25]([CH3:29])[CH:26]=[CH:27][CH:28]=2)[S:6][C:5]=1[C:3]([OH:4])=[O:2])([CH3:11])[CH3:12]. (3) Given the reactants Br[C:2]1[C:10]([F:11])=[CH:9][CH:8]=[C:7]2[C:3]=1[CH2:4][CH:5]([OH:12])[CH2:6]2.[C:13]1([C:19]([C:21]2[CH:26]=[CH:25][CH:24]=[CH:23][CH:22]=2)=[NH:20])[CH:18]=[CH:17][CH:16]=[CH:15][CH:14]=1.C([O-])([O-])=O.[Cs+].[Cs+], predict the reaction product. The product is: [C:13]1([C:19](=[N:20][C:2]2[C:10]([F:11])=[CH:9][CH:8]=[C:7]3[C:3]=2[CH2:4][CH:5]([OH:12])[CH2:6]3)[C:21]2[CH:22]=[CH:23][CH:24]=[CH:25][CH:26]=2)[CH:18]=[CH:17][CH:16]=[CH:15][CH:14]=1. (4) Given the reactants CN(C(ON1N=NC2[CH:12]=[CH:13][CH:14]=[N:15]C1=2)=[N+](C)C)C.F[P-](F)(F)(F)(F)F.[F:25][C:26]1[CH:31]=[CH:30][C:29]([CH:32]2[CH2:36][CH2:35][N:34]([C:37]([C:39]3[N:40]=[C:41]4[C:46]([C:47]([F:50])([F:49])[F:48])=[CH:45][C:44]([C:51]5[CH:55]=[CH:54][O:53][CH:52]=5)=[CH:43][N:42]4[C:56]=3[CH2:57][C:58]([OH:60])=O)=[O:38])[CH2:33]2)=[CH:28][CH:27]=1.C1(N)CC1, predict the reaction product. The product is: [CH:14]1([NH:15][C:58](=[O:60])[CH2:57][C:56]2[N:42]3[CH:43]=[C:44]([C:51]4[CH:55]=[CH:54][O:53][CH:52]=4)[CH:45]=[C:46]([C:47]([F:48])([F:49])[F:50])[C:41]3=[N:40][C:39]=2[C:37]([N:34]2[CH2:35][CH2:36][CH:32]([C:29]3[CH:30]=[CH:31][C:26]([F:25])=[CH:27][CH:28]=3)[CH2:33]2)=[O:38])[CH2:12][CH2:13]1.